Dataset: Reaction yield outcomes from USPTO patents with 853,638 reactions. Task: Predict the reaction yield, written as a fraction of the theoretical maximum amount of product (1.0 means a 100% yield; for example, 0.34 means a 34% yield). (1) The reactants are Cl[C:2]1[CH:10]=[CH:9][CH:8]=[C:7]2[C:3]=1[C:4]([NH2:11])=[N:5][NH:6]2.[C:12]1(B(O)O)[CH:17]=[CH:16][CH:15]=[CH:14][CH:13]=1.P([O-])([O-])([O-])=O.[K+].[K+].[K+]. The yield is 0.570. The product is [C:12]1([C:2]2[CH:10]=[CH:9][CH:8]=[C:7]3[C:3]=2[C:4]([NH2:11])=[N:5][NH:6]3)[CH:17]=[CH:16][CH:15]=[CH:14][CH:13]=1. The catalyst is C(O)C.O.C1(C)C=CC=CC=1. (2) The reactants are OC[CH2:3][C:4]1[C:9]([O:10][CH3:11])=[CH:8][CH:7]=[CH:6][C:5]=1[NH:12]C(=O)C(C)(C)C.[OH-].[Na+]. The catalyst is Br. The product is [O:10]1[C:9]2=[CH:8][CH:7]=[CH:6][C:5]([NH2:12])=[C:4]2[CH2:3][CH2:11]1. The yield is 0.400. (3) The reactants are CS([O:5][CH:6]1[CH:11]([CH3:12])[CH2:10][C:9]([C:13]2[CH:18]=[CH:17][N:16]=[CH:15][C:14]=2[N+:19]([O-:21])=[O:20])=[CH:8][CH:7]1[NH:22][C:23]([O:25][C:26]([CH3:29])([CH3:28])[CH3:27])=[O:24])(=O)=O.C(N(CC)CC)C.C[C:38]([O:41]C(OC(OC(C)(C)C)=O)=O)(C)C. The catalyst is N1C=CC=CC=1. The product is [CH3:12][CH:11]1[CH:6]2[CH:7]([N:22]([C:23]([O:25][C:26]([CH3:29])([CH3:28])[CH3:27])=[O:24])[C:38](=[O:41])[O:5]2)[CH:8]=[C:9]([C:13]2[CH:18]=[CH:17][N:16]=[CH:15][C:14]=2[N+:19]([O-:21])=[O:20])[CH2:10]1. The yield is 0.660. (4) The catalyst is CO. The yield is 0.110. The product is [CH:1]1([N:7]([CH3:36])[C:8]2[C:9]([CH3:35])=[C:10]([CH:24]=[C:25]([C:27]3[CH:28]=[N:29][C:30]([CH2:33][N:38]([CH3:39])[CH3:37])=[CH:31][CH:32]=3)[CH:26]=2)[C:11]([NH:13][CH2:14][C:15]2[C:16](=[O:23])[NH:17][C:18]([CH3:22])=[CH:19][C:20]=2[CH3:21])=[O:12])[CH2:2][CH2:3][CH2:4][CH2:5][CH2:6]1. The reactants are [CH:1]1([N:7]([CH3:36])[C:8]2[C:9]([CH3:35])=[C:10]([CH:24]=[C:25]([C:27]3[CH:28]=[N:29][C:30]([CH:33]=O)=[CH:31][CH:32]=3)[CH:26]=2)[C:11]([NH:13][CH2:14][C:15]2[C:16](=[O:23])[NH:17][C:18]([CH3:22])=[CH:19][C:20]=2[CH3:21])=[O:12])[CH2:6][CH2:5][CH2:4][CH2:3][CH2:2]1.[CH3:37][NH:38][CH3:39].C(O)(=O)C.C([BH3-])#N.[Na+]. (5) The reactants are [F:1][C:2]1[CH:8]=[C:7]([F:9])[CH:6]=[CH:5][C:3]=1[NH2:4].N1C=CC=CC=1.Cl[C:17]([O:19][CH2:20][C:21]1[CH:26]=[CH:25][CH:24]=[CH:23][CH:22]=1)=[O:18]. The catalyst is ClCCl. The product is [CH2:20]([O:19][C:17](=[O:18])[NH:4][C:3]1[CH:5]=[CH:6][C:7]([F:9])=[CH:8][C:2]=1[F:1])[C:21]1[CH:26]=[CH:25][CH:24]=[CH:23][CH:22]=1. The yield is 0.850.